This data is from Reaction yield outcomes from USPTO patents with 853,638 reactions. The task is: Predict the reaction yield, written as a fraction of the theoretical maximum amount of product (1.0 means a 100% yield; for example, 0.34 means a 34% yield). (1) The reactants are [CH3:1][O:2][C:3]1[CH:8]=[CH:7][C:6]([N+:9]([O-:11])=[O:10])=[CH:5][C:4]=1[NH:12][C:13](=[O:16])[CH2:14][CH3:15].[H-].[Na+].I[CH3:20]. The catalyst is C1COCC1. The product is [CH3:1][O:2][C:3]1[CH:8]=[CH:7][C:6]([N+:9]([O-:11])=[O:10])=[CH:5][C:4]=1[N:12]([CH3:20])[C:13](=[O:16])[CH2:14][CH3:15]. The yield is 0.950. (2) The reactants are [C:1]([O:5][C:6]([N:8]1[CH2:12][CH2:11][CH2:10][C@H:9]1[C@H:13]([O:19][CH3:20])[C@@H:14]([CH3:18])[C:15]([OH:17])=O)=[O:7])([CH3:4])([CH3:3])[CH3:2].C(N(C(C)C)CC)(C)C.Cl.[CH3:31][O:32][C:33](=[O:43])[C@H:34]([CH2:36][C:37]1[CH:42]=[CH:41][CH:40]=[CH:39][CH:38]=1)[NH2:35].CN(C(ON1N=NC2C=CC=NC1=2)=[N+](C)C)C.F[P-](F)(F)(F)(F)F. The catalyst is ClCCl.CN(C)C=O. The product is [C:1]([O:5][C:6]([N:8]1[CH2:12][CH2:11][CH2:10][C@H:9]1[C@H:13]([O:19][CH3:20])[C@@H:14]([CH3:18])[C:15]([NH:35][C@H:34]([C:33]([O:32][CH3:31])=[O:43])[CH2:36][C:37]1[CH:42]=[CH:41][CH:40]=[CH:39][CH:38]=1)=[O:17])=[O:7])([CH3:2])([CH3:3])[CH3:4]. The yield is 0.650.